From a dataset of Catalyst prediction with 721,799 reactions and 888 catalyst types from USPTO. Predict which catalyst facilitates the given reaction. Reactant: [C:1]([N:4]1[C@@H:10]([CH3:11])[C@H:9]([NH:12][C:13](=[O:25])[C@@H:14]([N:16]([CH3:24])[C:17](=[O:23])[O:18][C:19]([CH3:22])([CH3:21])[CH3:20])[CH3:15])[C:8](=[O:26])[NH:7][C:6]2[CH:27]=[CH:28][CH:29]=[CH:30][C:5]1=2)(=[O:3])[CH3:2].Cl[CH2:32][C:33]1[C:42]2[C:37](=[CH:38][CH:39]=[CH:40][CH:41]=2)[CH:36]=[CH:35][C:34]=1[CH3:43].C(=O)([O-])[O-].[Cs+].[Cs+].[I-].[Na+]. Product: [C:1]([N:4]1[C@@H:10]([CH3:11])[C@H:9]([NH:12][C:13](=[O:25])[C@@H:14]([N:16]([CH3:24])[C:17](=[O:23])[O:18][C:19]([CH3:22])([CH3:21])[CH3:20])[CH3:15])[C:8](=[O:26])[N:7]([CH2:32][C:33]2[C:42]3[C:37](=[CH:38][CH:39]=[CH:40][CH:41]=3)[CH:36]=[CH:35][C:34]=2[CH3:43])[C:6]2[CH:27]=[CH:28][CH:29]=[CH:30][C:5]1=2)(=[O:3])[CH3:2]. The catalyst class is: 85.